This data is from Forward reaction prediction with 1.9M reactions from USPTO patents (1976-2016). The task is: Predict the product of the given reaction. Given the reactants [CH3:1][O:2][CH2:3][C:4]([NH:6][C:7]1[CH:12]=[C:11]([O:13][C:14]2[CH:22]=[CH:21][C:20]([N+:23]([O-])=O)=[C:19]3[C:15]=2[CH:16]=[N:17][NH:18]3)[CH:10]=[CH:9][N:8]=1)=[O:5].[H][H], predict the reaction product. The product is: [NH2:23][C:20]1[CH:21]=[CH:22][C:14]([O:13][C:11]2[CH:10]=[CH:9][N:8]=[C:7]([NH:6][C:4](=[O:5])[CH2:3][O:2][CH3:1])[CH:12]=2)=[C:15]2[C:19]=1[NH:18][N:17]=[CH:16]2.